This data is from hERG potassium channel inhibition data for cardiac toxicity prediction from Karim et al.. The task is: Regression/Classification. Given a drug SMILES string, predict its toxicity properties. Task type varies by dataset: regression for continuous values (e.g., LD50, hERG inhibition percentage) or binary classification for toxic/non-toxic outcomes (e.g., AMES mutagenicity, cardiotoxicity, hepatotoxicity). Dataset: herg_karim. (1) The drug is CC#Cc1cncc(-c2cccc(C3(c4cc(C)c(OC)c(C)c4)N=C(C)C(N)=N3)c2)c1. The result is 0 (non-blocker). (2) The compound is CC(C)C[C@H](CN)Nc1cc(Nc2cccc(C(C)(C)C)n2)c(C(N)=O)nn1. The result is 1 (blocker). (3) The drug is CC(C)Oc1cc(Nc2nc(N[C@@H](C)c3ccc(F)cn3)ncc2Cl)[nH]n1. The result is 1 (blocker). (4) The molecule is COc1cc(OC)c(/C=C/S(=O)(=O)Cc2cnc(OC)c(NS(C)(=O)=O)c2)c(OC)c1. The result is 0 (non-blocker).